Dataset: Full USPTO retrosynthesis dataset with 1.9M reactions from patents (1976-2016). Task: Predict the reactants needed to synthesize the given product. (1) Given the product [F:40][C:41]([F:47])([F:46])[S:42]([NH:45][S:20]([C:19]([F:25])([F:24])[C:18]([F:27])([F:26])[C:17]([F:32])([F:16])[S:28]([O:1][C:2]1[CH:3]=[CH:4][C:5]([CH2:6][CH2:7][NH:8][C:9](=[O:13])[C:10]([CH3:12])=[CH2:11])=[CH:14][CH:15]=1)(=[O:30])=[O:29])(=[O:22])=[O:21])(=[O:44])=[O:43], predict the reactants needed to synthesize it. The reactants are: [OH:1][C:2]1[CH:15]=[CH:14][C:5]([CH2:6][CH2:7][NH:8][C:9](=[O:13])[C:10]([CH3:12])=[CH2:11])=[CH:4][CH:3]=1.[F:16][C:17]([F:32])([S:28](F)(=[O:30])=[O:29])[C:18]([F:27])([F:26])[C:19]([F:25])([F:24])[S:20](F)(=[O:22])=[O:21].C(N(CC)CC)C.[F:40][C:41]([F:47])([F:46])[S:42]([NH2:45])(=[O:44])=[O:43]. (2) Given the product [ClH:2].[Cl:2][C:3]1[CH:4]=[CH:5][C:6]([C:9]2([CH3:20])[CH2:11][CH:10]2[NH2:12])=[CH:7][CH:8]=1, predict the reactants needed to synthesize it. The reactants are: Cl.[Cl:2][C:3]1[CH:8]=[CH:7][C:6]([C@@:9]2([CH3:20])[CH2:11][C@H:10]2[NH:12]C(=O)OC(C)(C)C)=[CH:5][CH:4]=1. (3) Given the product [C:14]([O:13][C:11]([NH:1][C:2]1[CH:10]=[CH:9][C:5]([CH2:6][CH2:7][OH:8])=[CH:4][CH:3]=1)=[O:12])([CH3:17])([CH3:16])[CH3:15], predict the reactants needed to synthesize it. The reactants are: [NH2:1][C:2]1[CH:10]=[CH:9][C:5]([CH2:6][CH2:7][OH:8])=[CH:4][CH:3]=1.[C:11](O[C:11]([O:13][C:14]([CH3:17])([CH3:16])[CH3:15])=[O:12])([O:13][C:14]([CH3:17])([CH3:16])[CH3:15])=[O:12]. (4) Given the product [Br:8][C:6]1[N:7]=[C:2]([C:12]2[C:11]([CH3:25])([CH3:10])[CH2:15][CH2:14][CH:13]=2)[C:3]([NH2:9])=[N:4][CH:5]=1, predict the reactants needed to synthesize it. The reactants are: Br[C:2]1[C:3]([NH2:9])=[N:4][CH:5]=[C:6]([Br:8])[N:7]=1.[CH3:10][C:11]1([CH3:25])[C:15](B2OC(C)(C)C(C)(C)O2)=[CH:14][CH2:13][CH2:12]1.C([O-])([O-])=O.[Cs+].[Cs+]. (5) Given the product [Cl:1][C:2]1[CH:3]=[CH:4][C:5]([CH2:8][C:9]([C:24]2[CH:29]=[C:30]([C:33]([F:35])([F:36])[F:34])[CH:31]=[CH:32][C:23]=2[F:22])=[O:11])=[CH:6][CH:7]=1, predict the reactants needed to synthesize it. The reactants are: [Cl:1][C:2]1[CH:7]=[CH:6][C:5]([CH2:8][C:9]([OH:11])=O)=[CH:4][CH:3]=1.C[Si]([N-][Si](C)(C)C)(C)C.[Na+].[F:22][C:23]1[CH:32]=[CH:31][C:30]([C:33]([F:36])([F:35])[F:34])=[CH:29][C:24]=1C(OC)=O.